From a dataset of Experimentally validated miRNA-target interactions with 360,000+ pairs, plus equal number of negative samples. Binary Classification. Given a miRNA mature sequence and a target amino acid sequence, predict their likelihood of interaction. The miRNA is hsa-miR-509-3-5p with sequence UACUGCAGACGUGGCAAUCAUG. The protein sequence of the target gene is MSQLSSTLKRYTESARYTDAHYAKSGYGAYTPSSYGANLAASLLEKEKLGFKPVPTSSFLTRPRTYGPSSLLDYDRGRPLLRPDITGGGKRAESQTRGTERPLGSGLSGGSGFPYGVTNNCLSYLPINAYDQGVTLTQKLDSQSDLARDFSSLRTSDSYRIDPRNLGRSPMLARTRKELCTLQGLYQTASCPEYLVDYLENYGRKGSASQVPSQAPPSRVPEIISPTYRPIGRYTLWETGKGQAPGPSRSSSPGRDGMNSKSAQGLAGLRNLGNTCFMNSILQCLSNTRELRDYCLQRLY.... Result: 0 (no interaction).